From a dataset of Full USPTO retrosynthesis dataset with 1.9M reactions from patents (1976-2016). Predict the reactants needed to synthesize the given product. (1) Given the product [Br:8][C:5]1[CH:6]=[CH:7][C:2]([NH:9][NH2:10])=[N:3][CH:4]=1, predict the reactants needed to synthesize it. The reactants are: Br[C:2]1[CH:7]=[CH:6][C:5]([Br:8])=[CH:4][N:3]=1.[NH2:9][NH2:10]. (2) Given the product [N:4]1[CH:5]=[CH:6][C:7]([CH2:8][CH2:16][C:17]([OH:21])=[O:18])=[CH:11][CH:12]=1, predict the reactants needed to synthesize it. The reactants are: C([NH:4][C:5]1[CH:17]=[CH:16][C:8]2SC3C=CC=[CH:12][C:11]=3[C:7]=2[CH:6]=1)(=O)C.[OH-:18].[K+].Cl.[OH2:21]. (3) Given the product [CH2:1]([O:8][C:9]1[CH:10]=[CH:11][C:12]([C:15](=[O:18])[CH:16]([CH3:17])[C:31](=[O:32])[C:30]([F:29])([F:38])[F:39])=[CH:13][CH:14]=1)[C:2]1[CH:3]=[CH:4][CH:5]=[CH:6][CH:7]=1, predict the reactants needed to synthesize it. The reactants are: [CH2:1]([O:8][C:9]1[CH:14]=[CH:13][C:12]([C:15](=[O:18])[CH2:16][CH3:17])=[CH:11][CH:10]=1)[C:2]1[CH:7]=[CH:6][CH:5]=[CH:4][CH:3]=1.C[Si]([N-][Si](C)(C)C)(C)C.[Li+].[F:29][C:30]([F:39])([F:38])[C:31](N1C=CN=C1)=[O:32]. (4) Given the product [CH3:22][S:19]([C:5]1[CH:4]=[CH:3][C:2]([N:23]2[CH2:28][CH2:27][NH:26][CH2:25][CH2:24]2)=[CH:7][C:6]=1[NH:8][C:9]1[C:18]2[C:13](=[CH:14][CH:15]=[CH:16][CH:17]=2)[CH:12]=[CH:11][CH:10]=1)(=[O:21])=[O:20], predict the reactants needed to synthesize it. The reactants are: F[C:2]1[CH:3]=[CH:4][C:5]([S:19]([CH3:22])(=[O:21])=[O:20])=[C:6]([NH:8][C:9]2[C:18]3[C:13](=[CH:14][CH:15]=[CH:16][CH:17]=3)[CH:12]=[CH:11][CH:10]=2)[CH:7]=1.[NH:23]1[CH2:28][CH2:27][NH:26][CH2:25][CH2:24]1.C(N(CC)C(C)C)(C)C. (5) Given the product [CH2:39]([N:42]([C:1]([O:12][CH2:13][C@H:14]([NH:21][C:22](=[O:27])[CH2:23][CH2:24][CH:25]=[CH2:26])[C:15]1[CH:16]=[CH:17][CH:18]=[CH:19][CH:20]=1)=[O:28])[CH2:43][C:44]([O:46][C:47]([CH3:50])([CH3:49])[CH3:48])=[O:45])[CH:40]=[CH2:41], predict the reactants needed to synthesize it. The reactants are: [C:1](=[O:28])([O:12][CH2:13][C@H:14]([NH:21][C:22](=[O:27])[CH2:23][CH2:24][CH:25]=[CH2:26])[C:15]1[CH:20]=[CH:19][CH:18]=[CH:17][CH:16]=1)OC1C=CC([N+]([O-])=O)=CC=1.CCN(C(C)C)C(C)C.Cl.[CH2:39]([NH:42][CH2:43][C:44]([O:46][C:47]([CH3:50])([CH3:49])[CH3:48])=[O:45])[CH:40]=[CH2:41]. (6) Given the product [NH2:2][C:3]1[C:12]2[N:13]=[C:14]([CH2:39][CH2:40][O:41][CH3:42])[N:15]([CH2:16][CH2:17][CH2:18][N:19]([CH2:24][C:25]3[CH:26]=[C:27]([CH:36]=[CH:37][CH:38]=3)[O:28][CH2:29][C:30]([O:32][CH:33]([CH3:35])[CH3:34])=[O:31])[C:20](=[O:23])[CH2:21][N:45]([CH2:43][CH3:44])[CH3:46])[C:11]=2[C:10]2[CH:9]=[CH:8][CH:7]=[CH:6][C:5]=2[N:4]=1, predict the reactants needed to synthesize it. The reactants are: Cl.[NH2:2][C:3]1[C:12]2[N:13]=[C:14]([CH2:39][CH2:40][O:41][CH3:42])[N:15]([CH2:16][CH2:17][CH2:18][N:19]([CH2:24][C:25]3[CH:26]=[C:27]([CH:36]=[CH:37][CH:38]=3)[O:28][CH2:29][C:30]([O:32][CH:33]([CH3:35])[CH3:34])=[O:31])[C:20](=[O:23])[CH2:21]Cl)[C:11]=2[C:10]2[CH:9]=[CH:8][CH:7]=[CH:6][C:5]=2[N:4]=1.[CH2:43]([NH:45][CH3:46])[CH3:44]. (7) Given the product [CH3:7][O:6][C:4](=[O:5])[CH2:3][CH2:2][C:13](=[O:14])[C:12]1[CH:16]=[CH:17][CH:18]=[C:10]([C:9]([F:8])([F:19])[F:20])[CH:11]=1, predict the reactants needed to synthesize it. The reactants are: I[CH2:2][CH2:3][C:4]([O:6][CH3:7])=[O:5].[F:8][C:9]([F:20])([F:19])[C:10]1[CH:11]=[C:12]([CH:16]=[CH:17][CH:18]=1)[C:13](Cl)=[O:14]. (8) Given the product [C:1]([O:5][C:6](=[O:44])/[CH:7]=[CH:8]/[C:9]1[C:14](=[O:15])[N:13]2[CH:16]=[CH:17][C:18]([C:20]([NH:22][C:23]3[S:24][CH:25]=[C:26]([C:28]([CH3:31])([CH3:30])[CH3:29])[N:27]=3)=[O:21])=[CH:19][C:12]2=[N:11][C:10]=1[N:32]1[CH2:33][CH2:34][CH:35]([CH2:38][C:39]([OH:41])=[O:40])[CH2:36][CH2:37]1)([CH3:2])([CH3:3])[CH3:4], predict the reactants needed to synthesize it. The reactants are: [C:1]([O:5][C:6](=[O:44])/[CH:7]=[CH:8]/[C:9]1[C:14](=[O:15])[N:13]2[CH:16]=[CH:17][C:18]([C:20]([NH:22][C:23]3[S:24][CH:25]=[C:26]([C:28]([CH3:31])([CH3:30])[CH3:29])[N:27]=3)=[O:21])=[CH:19][C:12]2=[N:11][C:10]=1[N:32]1[CH2:37][CH2:36][CH:35]([CH2:38][C:39]([O:41]CC)=[O:40])[CH2:34][CH2:33]1)([CH3:4])([CH3:3])[CH3:2].[OH-].[Na+].Cl.